From a dataset of Catalyst prediction with 721,799 reactions and 888 catalyst types from USPTO. Predict which catalyst facilitates the given reaction. (1) Reactant: [OH:1][C:2]1[CH:7]=[CH:6][C:5]([C:8]2[CH:9]=[C:10]3[C:14](=[CH:15][CH:16]=2)[CH:13]([C:17]([O:19]C)=[O:18])[CH2:12][CH2:11]3)=[CH:4][CH:3]=1.Cl[CH2:22][C:23]1[C:24]([C:31]2[C:36]([Cl:37])=[CH:35][CH:34]=[CH:33][C:32]=2[Cl:38])=[N:25][O:26][C:27]=1[CH:28]([CH3:30])[CH3:29].C(=O)([O-])[O-:40].[K+].[K+].[OH-].[Na+]. Product: [Cl:38][C:32]1[CH:33]=[CH:34][CH:35]=[C:36]([Cl:37])[C:31]=1[C:24]1[C:23]([CH2:22][O:1][C:2]2[CH:3]=[CH:4][C:5]([C:8]3[CH:9]=[C:10]4[C:14](=[CH:15][CH:16]=3)[C:13]([OH:40])([C:17]([OH:19])=[O:18])[CH2:12][CH2:11]4)=[CH:6][CH:7]=2)=[C:27]([CH:28]([CH3:30])[CH3:29])[O:26][N:25]=1. The catalyst class is: 42. (2) Reactant: [NH:1]1[CH2:5][CH2:4][CH2:3][C:2]1=[O:6].[H-].[Na+].Cl.[Cl:10][CH2:11][C:12]1[CH:13]=[N:14][CH:15]=[CH:16][CH:17]=1.O. Product: [ClH:10].[N:14]1[CH:15]=[CH:16][CH:17]=[C:12]([CH2:11][N:1]2[CH2:5][CH2:4][CH2:3][C:2]2=[O:6])[CH:13]=1. The catalyst class is: 9. (3) Reactant: CC1(C)C(C)(C)OB([C:9]2[CH:10]=[C:11]([CH:25]=[CH:26][CH:27]=2)[CH2:12][O:13][C:14]2[CH:19]=[CH:18][CH:17]=[CH:16][C:15]=2[CH2:20][C:21]([O:23]C)=[O:22])O1.Br[C:30]1[CH:31]=[C:32]([CH:36]([NH:39][CH3:40])[CH2:37][OH:38])[CH:33]=[CH:34][CH:35]=1. Product: [OH:38][CH2:37][CH:36]([C:32]1[CH:31]=[C:30]([C:9]2[CH:27]=[CH:26][CH:25]=[C:11]([CH2:12][O:13][C:14]3[CH:19]=[CH:18][CH:17]=[CH:16][C:15]=3[CH2:20][C:21]([OH:23])=[O:22])[CH:10]=2)[CH:35]=[CH:34][CH:33]=1)[NH:39][CH3:40]. The catalyst class is: 3. (4) Reactant: C(OC([N:8]1[CH2:12][C@@H:11]([CH2:13][C@H:14]([O:18][C:19]2[CH:24]=[CH:23][C:22]([O:25][CH3:26])=[C:21]([O:27][CH2:28][CH2:29][CH2:30][O:31][CH3:32])[CH:20]=2)[CH:15]([CH3:17])[CH3:16])[C@H:10]([CH2:33][N:34]([CH:44]2[CH2:46][CH2:45]2)[C:35]([O:37][CH:38]2[CH2:43][CH2:42][O:41][CH2:40][CH2:39]2)=[O:36])[CH2:9]1)=O)(C)(C)C. Product: [O:41]1[CH2:42][CH2:43][CH:38]([O:37][C:35](=[O:36])[N:34]([CH:44]2[CH2:46][CH2:45]2)[CH2:33][C@H:10]2[C@H:11]([CH2:13][C@H:14]([O:18][C:19]3[CH:24]=[CH:23][C:22]([O:25][CH3:26])=[C:21]([O:27][CH2:28][CH2:29][CH2:30][O:31][CH3:32])[CH:20]=3)[CH:15]([CH3:16])[CH3:17])[CH2:12][NH:8][CH2:9]2)[CH2:39][CH2:40]1. The catalyst class is: 89. (5) Product: [C:16]([C:19]1[CH:24]=[CH:23][C:22]([NH:25][C:26](=[O:29])[C:27]#[C:28][C:8]2[CH:15]=[CH:14][C:11]([CH2:12][OH:13])=[CH:10][CH:9]=2)=[CH:21][CH:20]=1)#[C:17][CH3:18]. The catalyst class is: 205. Reactant: C(=O)([O-])[O-].[Cs+].[Cs+].I[C:8]1[CH:15]=[CH:14][C:11]([CH2:12][OH:13])=[CH:10][CH:9]=1.[C:16]([C:19]1[CH:24]=[CH:23][C:22]([NH:25][C:26](=[O:29])[C:27]#[CH:28])=[CH:21][CH:20]=1)#[C:17][CH3:18]. (6) Product: [CH:1]([O:4][C:5]1[CH:31]=[CH:30][C:8]([O:9][C:10]2[S:11][C:12]([C:15]#[C:16][CH:17]([NH2:19])[CH3:18])=[CH:13][N:14]=2)=[CH:7][CH:6]=1)([CH3:2])[CH3:3]. Reactant: [CH:1]([O:4][C:5]1[CH:31]=[CH:30][C:8]([O:9][C:10]2[S:11][C:12]([C:15]#[C:16][CH:17]([N:19]3C(=O)C4C(=CC=CC=4)C3=O)[CH3:18])=[CH:13][N:14]=2)=[CH:7][CH:6]=1)([CH3:3])[CH3:2].O.NN.C(O)C. The catalyst class is: 2. (7) Reactant: [CH3:1][C:2]([C:4]1[C:9]([O:10][CH3:11])=[CH:8][CH:7]=[CH:6][C:5]=1[O:12][CH3:13])=O.[NH2:14][CH2:15][CH:16]1[CH2:20][CH2:19][CH2:18][N:17]1[CH2:21][CH3:22].S([O-])([O-])(=O)=O.[Mg+2]. Product: [CH3:13][O:12][C:5]1[CH:6]=[CH:7][CH:8]=[C:9]([O:10][CH3:11])[C:4]=1/[C:2](=[N:14]/[CH2:15][CH:16]1[CH2:20][CH2:19][CH2:18][N:17]1[CH2:21][CH3:22])/[CH3:1]. The catalyst class is: 5. (8) Reactant: [CH3:1][O:2][C:3]1[CH:4]=[CH:5][CH:6]=[C:7]2[C:11]=1[NH:10][CH:9]=[C:8]2[C:12](=[O:14])[CH3:13].C([O-])([O-])=O.[Cs+].[Cs+].[Na+].[I-].[Cl:23][CH2:24][CH2:25][CH2:26]I. Product: [Cl:23][CH2:24][CH2:25][CH2:26][N:10]1[C:11]2[C:7](=[CH:6][CH:5]=[CH:4][C:3]=2[O:2][CH3:1])[C:8]([C:12](=[O:14])[CH3:13])=[CH:9]1. The catalyst class is: 23. (9) Reactant: [H-].[Na+].[C:3]([NH:7][S:8]([C:11]1[CH:16]=[CH:15][C:14]([I:17])=[CH:13][CH:12]=1)(=[O:10])=[O:9])([CH3:6])([CH3:5])[CH3:4].Br[CH2:19][CH2:20][O:21][CH3:22].[I-].[Na+]. Product: [CH3:22][O:21][CH2:20][CH2:19][N:7]([C:3]([CH3:6])([CH3:4])[CH3:5])[S:8]([C:11]1[CH:12]=[CH:13][C:14]([I:17])=[CH:15][CH:16]=1)(=[O:9])=[O:10]. The catalyst class is: 3. (10) Reactant: [CH3:1][N:2]([C:24]1[S:25][C:26]([CH2:35][CH2:36][C:37]([O:39]C)=[O:38])=[C:27]([C:29]2[CH:34]=[CH:33][CH:32]=[CH:31][CH:30]=2)[N:28]=1)[CH2:3][C:4]1[CH:9]=[CH:8][C:7]([O:10][CH2:11][C:12]2[N:13]=[C:14]([C:18]3[CH:23]=[CH:22][CH:21]=[CH:20][CH:19]=3)[O:15][C:16]=2[CH3:17])=[CH:6][CH:5]=1.[OH-].[Na+].O1CCCC1.[ClH:48]. Product: [ClH:48].[CH3:1][N:2]([C:24]1[S:25][C:26]([CH2:35][CH2:36][C:37]([OH:39])=[O:38])=[C:27]([C:29]2[CH:30]=[CH:31][CH:32]=[CH:33][CH:34]=2)[N:28]=1)[CH2:3][C:4]1[CH:9]=[CH:8][C:7]([O:10][CH2:11][C:12]2[N:13]=[C:14]([C:18]3[CH:23]=[CH:22][CH:21]=[CH:20][CH:19]=3)[O:15][C:16]=2[CH3:17])=[CH:6][CH:5]=1. The catalyst class is: 72.